From a dataset of Reaction yield outcomes from USPTO patents with 853,638 reactions. Predict the reaction yield, written as a fraction of the theoretical maximum amount of product (1.0 means a 100% yield; for example, 0.34 means a 34% yield). (1) The reactants are Cl[CH2:2][CH2:3][O:4][C:5]1[CH:10]=[CH:9][CH:8]=[CH:7][C:6]=1[C:11]1[NH:12][C:13]2[C:18]([C:19]=1[CH:20]1[CH2:25][CH2:24][CH2:23][CH2:22][CH2:21]1)=[CH:17][CH:16]=[C:15]([C:26]([O:28][CH3:29])=[O:27])[CH:14]=2.[H-].[Na+].O. The catalyst is CN(C)C=O. The product is [CH:20]1([C:19]2[C:18]3[CH:17]=[CH:16][C:15]([C:26]([O:28][CH3:29])=[O:27])=[CH:14][C:13]=3[N:12]3[C:11]=2[C:6]2[CH:7]=[CH:8][CH:9]=[CH:10][C:5]=2[O:4][CH2:3][CH2:2]3)[CH2:25][CH2:24][CH2:23][CH2:22][CH2:21]1. The yield is 0.423. (2) The reactants are [CH2:1]([N:8]1[C:17]2[C:12](=[C:13]([Cl:18])[CH:14]=[CH:15][CH:16]=2)[C:11](=[O:19])[C:10]([CH2:20]Cl)=[N:9]1)[C:2]1[CH:7]=[CH:6][CH:5]=[CH:4][CH:3]=1.[BH4-].[Na+]. The catalyst is CS(C)=O.O. The product is [CH2:1]([N:8]1[C:17]2[C:12](=[C:13]([Cl:18])[CH:14]=[CH:15][CH:16]=2)[C:11](=[O:19])[C:10]([CH3:20])=[N:9]1)[C:2]1[CH:7]=[CH:6][CH:5]=[CH:4][CH:3]=1. The yield is 0.920. (3) The reactants are [Cl:1][C:2]1[CH:3]=[C:4]([N:8]2[C:12]3[C:13](=[O:24])[N:14]([C:17]4[CH:22]=[CH:21][C:20](I)=[CH:19][CH:18]=4)[CH2:15][CH2:16][C:11]=3[C:10]([S:25]([CH3:28])(=[O:27])=[O:26])=[N:9]2)[CH:5]=[CH:6][CH:7]=1.[C:29]1(=[O:35])[NH:34][CH2:33][CH2:32][CH2:31][CH2:30]1.C(=O)([O-])[O-].[K+].[K+].N1C2C(=CC=C3C=2N=CC=C3)C=CC=1.[OH-].[NH4+]. The catalyst is ClCCl. The product is [Cl:1][C:2]1[CH:3]=[C:4]([N:8]2[C:12]3[C:13](=[O:24])[N:14]([C:17]4[CH:22]=[CH:21][C:20]([N:34]5[CH2:33][CH2:32][CH2:31][CH2:30][C:29]5=[O:35])=[CH:19][CH:18]=4)[CH2:15][CH2:16][C:11]=3[C:10]([S:25]([CH3:28])(=[O:27])=[O:26])=[N:9]2)[CH:5]=[CH:6][CH:7]=1. The yield is 0.450. (4) The catalyst is C1(C)C=CC=CC=1.C(Cl)Cl.C1C=CC(/C=C/C(/C=C/C2C=CC=CC=2)=O)=CC=1.C1C=CC(/C=C/C(/C=C/C2C=CC=CC=2)=O)=CC=1.C1C=CC(/C=C/C(/C=C/C2C=CC=CC=2)=O)=CC=1.[Pd].[Pd]. The product is [CH3:1][O:2][C:3](=[O:15])[C:4]1[C:5](=[C:10]([NH:27][C:24]2[CH:25]=[CH:26][C:21]([O:20][CH2:19][CH2:18][N:17]([CH3:35])[CH3:16])=[CH:22][C:23]=2[O:28][C:29]2[CH:30]=[CH:31][CH:32]=[CH:33][CH:34]=2)[CH:11]=[CH:12][CH:13]=1)[C:6]([O:8][CH3:9])=[O:7]. The reactants are [CH3:1][O:2][C:3](=[O:15])[C:4]1[C:5](=[C:10](I)[CH:11]=[CH:12][CH:13]=1)[C:6]([O:8][CH3:9])=[O:7].[CH3:16][N:17]([CH3:35])[CH2:18][CH2:19][O:20][C:21]1[CH:26]=[CH:25][C:24]([NH2:27])=[C:23]([O:28][C:29]2[CH:34]=[CH:33][CH:32]=[CH:31][CH:30]=2)[CH:22]=1.C1C=CC(P(C2C(C3C(P(C4C=CC=CC=4)C4C=CC=CC=4)=CC=C4C=3C=CC=C4)=C3C(C=CC=C3)=CC=2)C2C=CC=CC=2)=CC=1.C(=O)([O-])[O-].[Cs+].[Cs+]. The yield is 0.760. (5) The reactants are C[Si]([N-][Si](C)(C)C)(C)C.[Li+].[C:11]([C:14]1[N:15]=[N:16][C:17]([O:20][CH3:21])=[CH:18][CH:19]=1)(=[O:13])[CH3:12].[C:22](OC)(=[O:27])[C:23]([O:25][CH3:26])=[O:24].O. The catalyst is O1CCCC1.C(OCC)C. The product is [CH3:21][O:20][C:17]1[N:16]=[N:15][C:14]([C:11](=[O:13])[CH2:12][C:22](=[O:27])[C:23]([O:25][CH3:26])=[O:24])=[CH:19][CH:18]=1. The yield is 0.900.